From a dataset of Catalyst prediction with 721,799 reactions and 888 catalyst types from USPTO. Predict which catalyst facilitates the given reaction. (1) Reactant: [NH:1]([C:3]1[NH:8][C:7](=[O:9])[C:6]([C:10]2[CH:15]=[CH:14][CH:13]=[CH:12][CH:11]=2)=[N:5][N:4]=1)[NH2:2].[CH3:16][O:17][C:18]1[CH:23]=[CH:22][C:21]([C:24]2([C:27](Cl)=O)[CH2:26][CH2:25]2)=[CH:20][CH:19]=1. Product: [CH3:16][O:17][C:18]1[CH:23]=[CH:22][C:21]([C:24]2([C:27]3[N:4]4[N:5]=[C:6]([C:10]5[CH:15]=[CH:14][CH:13]=[CH:12][CH:11]=5)[C:7](=[O:9])[NH:8][C:3]4=[N:1][N:2]=3)[CH2:25][CH2:26]2)=[CH:20][CH:19]=1. The catalyst class is: 858. (2) Reactant: [CH3:1][O:2][C:3](=[O:31])[C@@H:4]([NH:23]C(OC(C)(C)C)=O)[CH2:5][C:6]1[CH:11]=[CH:10][C:9]([NH:12][C:13]2[C:22]3[C:17](=[CH:18][N:19]=[CH:20][CH:21]=3)[CH:16]=[CH:15][N:14]=2)=[CH:8][CH:7]=1.FC(F)(F)C(O)=O. The catalyst class is: 4. Product: [CH3:1][O:2][C:3](=[O:31])[C@@H:4]([NH2:23])[CH2:5][C:6]1[CH:7]=[CH:8][C:9]([NH:12][C:13]2[C:22]3[C:17](=[CH:18][N:19]=[CH:20][CH:21]=3)[CH:16]=[CH:15][N:14]=2)=[CH:10][CH:11]=1.